Dataset: Full USPTO retrosynthesis dataset with 1.9M reactions from patents (1976-2016). Task: Predict the reactants needed to synthesize the given product. (1) Given the product [C:18]([O:17][C:15](=[O:16])[NH:14][N:11]1[CH2:10][CH2:9][N:8]([CH2:1][C:2]2[CH:3]=[CH:4][CH:5]=[CH:6][CH:7]=2)[CH2:13][CH2:12]1)([CH3:21])([CH3:20])[CH3:19], predict the reactants needed to synthesize it. The reactants are: [CH2:1]([N:8]1[CH2:13][CH2:12][N:11]([NH2:14])[CH2:10][CH2:9]1)[C:2]1[CH:7]=[CH:6][CH:5]=[CH:4][CH:3]=1.[C:15](O[C:15]([O:17][C:18]([CH3:21])([CH3:20])[CH3:19])=[O:16])([O:17][C:18]([CH3:21])([CH3:20])[CH3:19])=[O:16]. (2) The reactants are: [Cl:1][C:2]1[C:3]([N+:13]([O-:15])=[O:14])=[C:4]2[C:9](=[CH:10][CH:11]=1)[C:8](=[O:12])O[CH:6]=[CH:5]2.[NH2:16][C@H:17]([CH3:20])[CH2:18][OH:19].C(N(CC)CC)C.CO. Given the product [Cl:1][C:2]1[C:3]([N+:13]([O-:15])=[O:14])=[C:4]2[C:9](=[CH:10][CH:11]=1)[C:8](=[O:12])[N:16]([C@H:17]([CH3:20])[CH2:18][OH:19])[CH:6]=[CH:5]2, predict the reactants needed to synthesize it.